This data is from Catalyst prediction with 721,799 reactions and 888 catalyst types from USPTO. The task is: Predict which catalyst facilitates the given reaction. (1) Reactant: [Br:1][C:2]1[CH:7]=[CH:6][N:5]=[CH:4][C:3]=1[NH:8][CH3:9].[Li+].C[Si]([N-][Si](C)(C)C)(C)C.[F:20][C:21]([F:36])([F:35])[C:22]1[CH:23]=[C:24]([CH:28]=[C:29]([C:31]([F:34])([F:33])[F:32])[CH:30]=1)[C:25](Cl)=[O:26]. Product: [Br:1][C:2]1[CH:7]=[CH:6][N:5]=[CH:4][C:3]=1[N:8]([CH3:9])[C:25](=[O:26])[C:24]1[CH:23]=[C:22]([C:21]([F:36])([F:35])[F:20])[CH:30]=[C:29]([C:31]([F:34])([F:33])[F:32])[CH:28]=1. The catalyst class is: 1. (2) Reactant: Br[C:2]1[CH:3]=[C:4]([O:13][CH3:14])[C:5]2[N:6]([N:8]=[CH:9][C:10]=2[C:11]#[N:12])[CH:7]=1.[CH3:15][N:16]1[CH:20]=[C:19](B2OC(C)(C)C(C)(C)O2)[CH:18]=[N:17]1.F[B-](F)(F)F.C([PH+](C(C)(C)C)C(C)(C)C)(C)(C)C.[F-].[K+]. Product: [CH3:14][O:13][C:4]1[C:5]2[N:6]([N:8]=[CH:9][C:10]=2[C:11]#[N:12])[CH:7]=[C:2]([C:19]2[CH:18]=[N:17][N:16]([CH3:15])[CH:20]=2)[CH:3]=1. The catalyst class is: 533. (3) Reactant: [O:1]1[CH2:4][CH:3]([N:5]2[CH2:10][CH2:9][N:8]([C:11]3[CH:16]=[CH:15][C:14]([NH:17][C:18]4[N:23]=[CH:22][N:21]=[C:20]([C:24]5[CH:25]=[CH:26][C:27]([O:32][CH:33]6[CH2:38][CH2:37][NH:36][CH2:35][CH2:34]6)=[C:28]([CH:31]=5)[C:29]#[N:30])[N:19]=4)=[CH:13][CH:12]=3)[CH2:7][CH2:6]2)[CH2:2]1.[OH:39][C:40]([CH3:45])([CH3:44])[C:41](O)=[O:42].C(N(CC)C(C)C)(C)C.CN(C(ON1N=NC2C=CC=NC1=2)=[N+](C)C)C.F[P-](F)(F)(F)(F)F. Product: [OH:39][C:40]([CH3:45])([CH3:44])[C:41]([N:36]1[CH2:37][CH2:38][CH:33]([O:32][C:27]2[CH:26]=[CH:25][C:24]([C:20]3[N:19]=[C:18]([NH:17][C:14]4[CH:13]=[CH:12][C:11]([N:8]5[CH2:7][CH2:6][N:5]([CH:3]6[CH2:4][O:1][CH2:2]6)[CH2:10][CH2:9]5)=[CH:16][CH:15]=4)[N:23]=[CH:22][N:21]=3)=[CH:31][C:28]=2[C:29]#[N:30])[CH2:34][CH2:35]1)=[O:42]. The catalyst class is: 4. (4) Reactant: Cl[C:2]1[N:10]=[C:9]([Cl:11])[CH:8]=[CH:7][C:3]=1[C:4]([NH2:6])=[O:5].ClC1C=[CH:20][C:16]([C:17](N)=[O:18])=[C:15](OCCC)N=1.[H-].[Na+]. Product: [Cl:11][C:9]1[CH:8]=[CH:7][C:3]([C:4]([NH2:6])=[O:5])=[C:2]([O:18][CH2:17][CH:16]([CH3:20])[CH3:15])[N:10]=1. The catalyst class is: 10. (5) Reactant: [F:1][C:2]([F:26])([F:25])[C:3]1[CH:4]=[C:5]([CH:22]=[CH:23][CH:24]=1)[CH2:6][NH:7][C:8]1[C:17]2[C:12](=[C:13]([C:18]([O:20]C)=[O:19])[CH:14]=[CH:15][CH:16]=2)[N:11]=[CH:10][N:9]=1.[OH-].[Na+]. Product: [F:26][C:2]([F:1])([F:25])[C:3]1[CH:4]=[C:5]([CH:22]=[CH:23][CH:24]=1)[CH2:6][NH:7][C:8]1[C:17]2[C:12](=[C:13]([C:18]([OH:20])=[O:19])[CH:14]=[CH:15][CH:16]=2)[N:11]=[CH:10][N:9]=1. The catalyst class is: 5. (6) Reactant: COC(=O)[CH2:4][C@H:5]([N:9]([C:16]([O:18][C:19]([CH3:22])([CH3:21])[CH3:20])=[O:17])[CH2:10][CH2:11][C:12](OC)=O)[C:6]([OH:8])=O.C[O-].[Na+].CO.[C:29](N)(C)(C)[CH3:30]. Product: [CH:6]([CH:5]1[N:9]([C:16]([O:18][C:19]([CH3:20])([CH3:21])[CH3:22])=[O:17])[CH2:10][CH2:11][C:12]2([CH2:30][CH2:29]2)[CH2:4]1)=[O:8]. The catalyst class is: 1.